The task is: Predict the product of the given reaction.. This data is from Forward reaction prediction with 1.9M reactions from USPTO patents (1976-2016). (1) Given the reactants [C:1]([C:5]1[O:9][C:8]([CH3:10])=[C:7]([C:11](Cl)=[O:12])[CH:6]=1)([CH3:4])([CH3:3])[CH3:2].[OH-:14].[Li+], predict the reaction product. The product is: [C:1]([C:5]1[O:9][C:8]([CH3:10])=[C:7]([C:11]([OH:12])=[O:14])[CH:6]=1)([CH3:4])([CH3:3])[CH3:2]. (2) Given the reactants [C:1]([O:5][C:6]([N:8]1[CH2:13][CH2:12][CH2:11][CH2:10][CH2:9]1)=[O:7])([CH3:4])([CH3:3])[CH3:2].[Cl:14][C:15]1[CH:23]=[CH:22][CH:21]=[C:20]([O:24][CH3:25])[C:16]=1[C:17]([OH:19])=O.C(Cl)CCl.C1C=C[C:33]2[N:38](O)[N:37]=[N:36][C:34]=2[CH:35]=1.C[N:41]([CH:43]=[O:44])C, predict the reaction product. The product is: [C:1]([O:5][C:6]([N:8]1[CH2:13][CH2:12][CH:11]([NH:41][C:43]([C:35]2[C:34]([NH:36][C:17](=[O:19])[C:16]3[C:20]([O:24][CH3:25])=[CH:21][CH:22]=[CH:23][C:15]=3[Cl:14])=[CH:33][NH:38][N:37]=2)=[O:44])[CH2:10][CH2:9]1)=[O:7])([CH3:4])([CH3:2])[CH3:3].